Dataset: Full USPTO retrosynthesis dataset with 1.9M reactions from patents (1976-2016). Task: Predict the reactants needed to synthesize the given product. (1) The reactants are: [Cl:1][C:2]1[CH:27]=[C:26]([C:28]([OH:31])([CH3:30])[CH3:29])[CH:25]=[CH:24][C:3]=1[CH2:4][N:5]1[C:13]2[C:8](=[CH:9][C:10]([CH:14]=[C:15]3[S:19][C:18](SCC)=[N:17][C:16]3=[O:23])=[CH:11][CH:12]=2)[CH:7]=[N:6]1.[CH3:32][N:33]1[CH2:38][CH2:37][NH:36][CH2:35][CH2:34]1. Given the product [Cl:1][C:2]1[CH:27]=[C:26]([C:28]([OH:31])([CH3:29])[CH3:30])[CH:25]=[CH:24][C:3]=1[CH2:4][N:5]1[C:13]2[C:8](=[CH:9][C:10]([CH:14]=[C:15]3[S:19][C:18]([N:36]4[CH2:37][CH2:38][N:33]([CH3:32])[CH2:34][CH2:35]4)=[N:17][C:16]3=[O:23])=[CH:11][CH:12]=2)[CH:7]=[N:6]1, predict the reactants needed to synthesize it. (2) Given the product [F:5][C:6]1[C:7]([C:27]2[CH:28]=[CH:29][CH:30]=[CH:31][CH:32]=2)=[C:8]([OH:25])[C:9](=[O:24])[N:10]([CH2:12][CH2:13][C@@:14]([CH3:23])([S:19]([CH3:22])(=[O:21])=[O:20])[C:15]([NH:17][OH:18])=[O:16])[CH:11]=1, predict the reactants needed to synthesize it. The reactants are: B(Br)(Br)Br.[F:5][C:6]1[C:7]([C:27]2[CH:32]=[CH:31][CH:30]=[CH:29][CH:28]=2)=[C:8]([O:25]C)[C:9](=[O:24])[N:10]([CH2:12][CH2:13][C@@:14]([CH3:23])([S:19]([CH3:22])(=[O:21])=[O:20])[C:15]([NH:17][OH:18])=[O:16])[CH:11]=1. (3) Given the product [Cl:23][C:21]1[CH:20]=[C:19]([S:24]([NH:27][C:8]2[C:7]([O:39][CH3:38])=[N:6][C:5]([S:2]([CH3:1])(=[O:3])=[O:4])=[CH:10][N:13]=2)(=[O:26])=[O:25])[CH:18]=[C:17]([Cl:16])[CH:22]=1, predict the reactants needed to synthesize it. The reactants are: [CH3:1][S:2]([C:5]1[CH:10]=C(OC)[C:8]([N+:13]([O-])=O)=[CH:7][N:6]=1)(=[O:4])=[O:3].[Cl:16][C:17]1[CH:18]=[C:19]([S:24]([NH:27]C2C(OC)=NC(SC)=CN=2)(=[O:26])=[O:25])[CH:20]=[C:21]([Cl:23])[CH:22]=1.[CH3:38][O:39]C1C([N+]([O-])=O)=CN=C(SC)C=1. (4) Given the product [C:42]([O:35][C@@H:20]1[C:21]([CH3:34])=[CH:22][C@@H:23]2[C@:28]([OH:29])([C@H:27]([CH3:30])[CH2:26][CH2:25][C@@H:24]2[C:31]([CH3:33])=[CH2:32])[C@H:19]1[O:18][C:16]([C@H:14]1[NH:13][C@@H:8]2[O:9][N:10]([CH3:12])[C:11]3[C:2]([Cl:1])=[CH:3][CH:4]=[CH:5][C:6]=3[C@:7]2([OH:36])[CH2:15]1)=[O:17])(=[O:43])[CH2:41][CH2:40][C:39]([O:38][CH3:37])=[O:45], predict the reactants needed to synthesize it. The reactants are: [Cl:1][C:2]1[C:11]2[N:10]([CH3:12])[O:9][C@H:8]3[NH:13][C@H:14]([C:16]([O:18][C@@H:19]4[C@:28]5([OH:29])[C@H:23]([C@H:24]([C:31]([CH3:33])=[CH2:32])[CH2:25][CH2:26][C@H:27]5[CH3:30])[CH:22]=[C:21]([CH3:34])[C@H:20]4[OH:35])=[O:17])[CH2:15][C@@:7]3([OH:36])[C:6]=2[CH:5]=[CH:4][CH:3]=1.[CH3:37][O:38][C:39](=[O:45])[CH2:40][CH2:41][C:42](O)=[O:43].Cl.CN(C)CCCN=C=NCC.